From a dataset of Forward reaction prediction with 1.9M reactions from USPTO patents (1976-2016). Predict the product of the given reaction. (1) Given the reactants C[Si](C)(C)[N-][Si](C)(C)C.[Li+].[F:11][C:12]([F:22])([F:21])[CH:13]([CH3:20])[CH2:14][C:15]([O:17][CH2:18][CH3:19])=[O:16].Br[C:24]1[CH:29]=[CH:28][C:27]([CH3:30])=[CH:26][CH:25]=1.C1CCCCC1.ClCCl, predict the reaction product. The product is: [F:11][C:12]([F:21])([F:22])[CH:13]([CH3:20])[CH:14]([C:24]1[CH:29]=[CH:28][C:27]([CH3:30])=[CH:26][CH:25]=1)[C:15]([O:17][CH2:18][CH3:19])=[O:16]. (2) Given the reactants Cl[C:2]1[N:7]=[CH:6][N:5]=[C:4]([NH:8][C:9]2[CH:14]=[CH:13][CH:12]=[C:11]([Br:15])[CH:10]=2)[CH:3]=1.[C:16]1([NH2:23])[CH:21]=[CH:20][CH:19]=[C:18]([NH2:22])[CH:17]=1, predict the reaction product. The product is: [Br:15][C:11]1[CH:10]=[C:9]([NH:8][C:4]2[N:5]=[CH:6][N:7]=[C:2]([NH:22][C:18]3[CH:17]=[C:16]([NH2:23])[CH:21]=[CH:20][CH:19]=3)[CH:3]=2)[CH:14]=[CH:13][CH:12]=1. (3) Given the reactants [NH2:1][CH2:2][CH2:3][CH2:4][NH:5][C:6](=[O:12])[O:7][C:8]([CH3:11])([CH3:10])[CH3:9].[Cl:13][C:14]1[C:19]([N+:20]([O-:22])=[O:21])=[C:18](Cl)[C:17]([CH3:24])=[C:16]([CH3:25])[N:15]=1.C(N(CC)CC)C.C(=O)([O-])N, predict the reaction product. The product is: [Cl:13][C:14]1[C:19]([N+:20]([O-:22])=[O:21])=[C:18]([NH:1][CH2:2][CH2:3][CH2:4][NH:5][C:6](=[O:12])[O:7][C:8]([CH3:9])([CH3:11])[CH3:10])[C:17]([CH3:24])=[C:16]([CH3:25])[N:15]=1.